From a dataset of Forward reaction prediction with 1.9M reactions from USPTO patents (1976-2016). Predict the product of the given reaction. (1) Given the reactants CC1(C)C(C)(C)OB([C:9]2[CH:14]=[CH:13][C:12]([O:15][CH2:16][CH2:17][CH2:18][CH2:19][CH2:20][CH2:21][CH2:22][CH3:23])=[C:11]([C:24]([F:27])([F:26])[F:25])[CH:10]=2)O1.Br[C:30]1[CH:31]=[CH:32][C:33]([C:36]([NH:47][C:48]([O:50][C:51]([CH3:54])([CH3:53])[CH3:52])=[O:49])([C:42]([O:44][CH2:45][CH3:46])=[O:43])[C:37]([O:39][CH2:40][CH3:41])=[O:38])=[N:34][CH:35]=1.C([O-])([O-])=O.[Na+].[Na+], predict the reaction product. The product is: [C:51]([O:50][C:48]([NH:47][C:36]([C:33]1[CH:32]=[CH:31][C:30]([C:9]2[CH:14]=[CH:13][C:12]([O:15][CH2:16][CH2:17][CH2:18][CH2:19][CH2:20][CH2:21][CH2:22][CH3:23])=[C:11]([C:24]([F:25])([F:26])[F:27])[CH:10]=2)=[CH:35][N:34]=1)([C:37]([O:39][CH2:40][CH3:41])=[O:38])[C:42]([O:44][CH2:45][CH3:46])=[O:43])=[O:49])([CH3:53])([CH3:54])[CH3:52]. (2) Given the reactants [C:1]1([C@H:7]([O:9][C:10](=[O:37])[NH:11][C:12]2[C:13]([CH3:36])=[N:14][O:15][C:16]=2[C:17]2[CH:22]=[CH:21][C:20]([C:23]3[CH:28]=[CH:27][C:26]([C:29]4([C:32](=[NH:35])[NH:33][OH:34])[CH2:31][CH2:30]4)=[CH:25][CH:24]=3)=[CH:19][CH:18]=2)[CH3:8])[CH:6]=[CH:5][CH:4]=[CH:3][CH:2]=1.C(N(CC)CC)C.Cl[C:46](OCC)=[O:47], predict the reaction product. The product is: [C:1]1([C@H:7]([O:9][C:10](=[O:37])[NH:11][C:12]2[C:13]([CH3:36])=[N:14][O:15][C:16]=2[C:17]2[CH:22]=[CH:21][C:20]([C:23]3[CH:28]=[CH:27][C:26]([C:29]4([C:32]5[NH:33][O:34][C:46](=[O:47])[N:35]=5)[CH2:30][CH2:31]4)=[CH:25][CH:24]=3)=[CH:19][CH:18]=2)[CH3:8])[CH:6]=[CH:5][CH:4]=[CH:3][CH:2]=1. (3) Given the reactants [CH2:1]([O:3][C:4]([C:6]1[CH:15]([C:16]2[CH:21]=[CH:20][CH:19]=[CH:18][N:17]=2)[C:14]2[C:13](=[O:22])[CH2:12][C:11]([CH3:24])([CH3:23])[CH2:10][C:9]=2[NH:8][C:7]=1[CH2:25][O:26][CH2:27][CH2:28][N:29]=[N+]=[N-])=[O:5])[CH3:2].[Sn](Cl)Cl.C(Cl)Cl.CO, predict the reaction product. The product is: [CH2:1]([O:3][C:4]([C:6]1[CH:15]([C:16]2[CH:21]=[CH:20][CH:19]=[CH:18][N:17]=2)[C:14]2[C:13](=[O:22])[CH2:12][C:11]([CH3:23])([CH3:24])[CH2:10][C:9]=2[NH:8][C:7]=1[CH2:25][O:26][CH2:27][CH2:28][NH2:29])=[O:5])[CH3:2].